This data is from NCI-60 drug combinations with 297,098 pairs across 59 cell lines. The task is: Regression. Given two drug SMILES strings and cell line genomic features, predict the synergy score measuring deviation from expected non-interaction effect. (1) Drug 1: C1C(C(OC1N2C=NC3=C(N=C(N=C32)Cl)N)CO)O. Drug 2: C#CCC(CC1=CN=C2C(=N1)C(=NC(=N2)N)N)C3=CC=C(C=C3)C(=O)NC(CCC(=O)O)C(=O)O. Cell line: UO-31. Synergy scores: CSS=39.6, Synergy_ZIP=-0.236, Synergy_Bliss=-3.91, Synergy_Loewe=-8.42, Synergy_HSA=-1.96. (2) Drug 1: CN1CCC(CC1)COC2=C(C=C3C(=C2)N=CN=C3NC4=C(C=C(C=C4)Br)F)OC. Drug 2: CC1=C(C=C(C=C1)NC(=O)C2=CC=C(C=C2)CN3CCN(CC3)C)NC4=NC=CC(=N4)C5=CN=CC=C5. Cell line: A549. Synergy scores: CSS=7.29, Synergy_ZIP=-3.70, Synergy_Bliss=-4.12, Synergy_Loewe=-18.4, Synergy_HSA=-6.82.